From a dataset of Full USPTO retrosynthesis dataset with 1.9M reactions from patents (1976-2016). Predict the reactants needed to synthesize the given product. The reactants are: [C:1]1([CH3:14])[CH:6]=[C:5]([CH3:7])[CH:4]=[C:3]([CH3:8])[C:2]=1[S:9]([O:12][NH2:13])(=[O:11])=[O:10].[Br:15][C:16]1[CH:21]=[CH:20][N:19]=[C:18]([NH2:22])[CH:17]=1. Given the product [CH3:8][C:3]1[CH:4]=[C:5]([CH3:7])[CH:6]=[C:1]([CH3:14])[C:2]=1[S:9]([O-:12])(=[O:11])=[O:10].[NH2:13][N+:19]1[CH:20]=[CH:21][C:16]([Br:15])=[CH:17][C:18]=1[NH2:22], predict the reactants needed to synthesize it.